This data is from Forward reaction prediction with 1.9M reactions from USPTO patents (1976-2016). The task is: Predict the product of the given reaction. (1) The product is: [CH2:13]([O:15][C:16](=[O:17])[C:18]1[CH:23]=[CH:22][C:21]([C:2]2[CH:12]=[N:11][C:5]3[NH:6][CH2:7][C:8](=[O:10])[NH:9][C:4]=3[CH:3]=2)=[CH:20][CH:19]=1)[CH3:14]. Given the reactants I[C:2]1[CH:12]=[N:11][C:5]2[NH:6][CH2:7][C:8](=[O:10])[NH:9][C:4]=2[CH:3]=1.[CH2:13]([O:15][C:16]([C:18]1[CH:23]=[CH:22][C:21](B(O)O)=[CH:20][CH:19]=1)=[O:17])[CH3:14], predict the reaction product. (2) Given the reactants [OH:1][C:2]1[CH:7]=[CH:6][C:5]([C:8]2[CH:9]=[C:10]3[C:15](=[CH:16][CH:17]=2)[N:14]=[C:13]([C:18]([O:20][CH3:21])=[O:19])[CH:12]=[CH:11]3)=[CH:4][CH:3]=1.Cl[CH2:23][C:24]1[C:25]([C:32]2[C:37]([Cl:38])=[CH:36][CH:35]=[CH:34][C:33]=2[Cl:39])=[N:26][O:27][C:28]=1[CH:29]([CH3:31])[CH3:30].C(=O)([O-])[O-].[Cs+].[Cs+].O, predict the reaction product. The product is: [Cl:38][C:37]1[CH:36]=[CH:35][CH:34]=[C:33]([Cl:39])[C:32]=1[C:25]1[C:24]([CH2:23][O:1][C:2]2[CH:7]=[CH:6][C:5]([C:8]3[CH:9]=[C:10]4[C:15](=[CH:16][CH:17]=3)[N:14]=[C:13]([C:18]([O:20][CH3:21])=[O:19])[CH:12]=[CH:11]4)=[CH:4][CH:3]=2)=[C:28]([CH:29]([CH3:31])[CH3:30])[O:27][N:26]=1.